The task is: Predict the reactants needed to synthesize the given product.. This data is from Full USPTO retrosynthesis dataset with 1.9M reactions from patents (1976-2016). (1) Given the product [C:1]([O:5][C:6]([C:8]1[C:13]([Cl:14])=[CH:12][C:11]([CH:17]=[CH2:18])=[CH:10][N:9]=1)=[O:7])([CH3:4])([CH3:3])[CH3:2], predict the reactants needed to synthesize it. The reactants are: [C:1]([O:5][C:6]([C:8]1[C:13]([Cl:14])=[CH:12][C:11](Br)=[CH:10][N:9]=1)=[O:7])([CH3:4])([CH3:3])[CH3:2].[B-](F)(F)(F)[CH:17]=[CH2:18].[K+].C(N(CC)CC)C.CCOC(C)=O. (2) Given the product [Cl:24][C:25]1[CH:26]=[C:27]([CH:35]=[CH:36][C:37]=1[Cl:38])[CH2:28][N:29]([CH3:34])[CH2:30][CH2:31][CH2:32][NH:33][C:11](=[O:13])[CH2:10][S:9][C:7]1[O:8][C:4]2[CH:3]=[C:2]([CH3:1])[CH:15]=[CH:14][C:5]=2[N:6]=1, predict the reactants needed to synthesize it. The reactants are: [CH3:1][C:2]1[CH:15]=[CH:14][C:5]2[N:6]=[C:7]([S:9][CH2:10][C:11]([OH:13])=O)[O:8][C:4]=2[CH:3]=1.ClC(OC(C)(C)C)=O.[Cl:24][C:25]1[CH:26]=[C:27]([CH:35]=[CH:36][C:37]=1[Cl:38])[CH2:28][N:29]([CH3:34])[CH2:30][CH2:31][CH2:32][NH2:33]. (3) Given the product [C:1]([N:4]1[CH2:5][CH2:6][CH:7]([C:10]([N:12]2[CH2:18][CH2:17][CH2:16][CH2:15][C:14]3[NH:19][C:20](/[CH:22]=[C:33]4\[C:34](=[O:40])[NH:35][C:36]5[C:32]\4=[C:31]([C:27]4[CH:28]=[CH:29][CH:30]=[C:25]([F:24])[CH:26]=4)[CH:39]=[CH:38][CH:37]=5)=[CH:21][C:13]2=3)=[O:11])[CH2:8][CH2:9]1)(=[O:3])[CH3:2], predict the reactants needed to synthesize it. The reactants are: [C:1]([N:4]1[CH2:9][CH2:8][CH:7]([C:10]([N:12]2[CH2:18][CH2:17][CH2:16][CH2:15][C:14]3[NH:19][C:20]([CH:22]=O)=[CH:21][C:13]2=3)=[O:11])[CH2:6][CH2:5]1)(=[O:3])[CH3:2].[F:24][C:25]1[CH:26]=[C:27]([C:31]2[CH:39]=[CH:38][CH:37]=[C:36]3[C:32]=2[CH2:33][C:34](=[O:40])[NH:35]3)[CH:28]=[CH:29][CH:30]=1. (4) The reactants are: [CH3:1][C:2]1[CH:3]=[CH:4][C:5]([O:11][CH2:12][C:13]2[CH:18]=[CH:17][CH:16]=[CH:15][CH:14]=2)=[C:6]([CH:10]=1)[C:7]([OH:9])=O.[N:19]1[CH:24]=[CH:23][CH:22]=[C:21]([NH2:25])[CH:20]=1.C1C=CC2N(O)N=NC=2C=1.C(Cl)CCl. Given the product [CH3:1][C:2]1[CH:3]=[CH:4][C:5]([O:11][CH2:12][C:13]2[CH:18]=[CH:17][CH:16]=[CH:15][CH:14]=2)=[C:6]([CH:10]=1)[C:7]([NH:25][C:21]1[CH:20]=[N:19][CH:24]=[CH:23][CH:22]=1)=[O:9], predict the reactants needed to synthesize it. (5) The reactants are: [N+:1]([C:4]1[CH:12]=[C:11]2[C:7]([CH:8]=[N:9][NH:10]2)=[CH:6][CH:5]=1)([O-:3])=[O:2].C(=O)([O-])[O-].[K+].[K+].[O:19]=[C:20]1[N:24]([CH2:25][CH2:26]OS(C)(=O)=O)[CH2:23][CH2:22][O:21]1. Given the product [N+:1]([C:4]1[CH:12]=[C:11]2[C:7]([CH:8]=[N:9][N:10]2[CH2:26][CH2:25][N:24]2[CH2:23][CH2:22][O:21][C:20]2=[O:19])=[CH:6][CH:5]=1)([O-:3])=[O:2], predict the reactants needed to synthesize it.